This data is from Catalyst prediction with 721,799 reactions and 888 catalyst types from USPTO. The task is: Predict which catalyst facilitates the given reaction. (1) Reactant: [CH2:1]([N:8]([CH2:21][C:22]1[CH:32]=[CH:31][C:25]([N:26]([CH2:29][CH3:30])[CH2:27][CH3:28])=[CH:24][CH:23]=1)[CH2:9][C:10]1[CH:15]=[CH:14][C:13]([N:16]([CH2:19][CH3:20])[CH2:17][CH3:18])=[CH:12][CH:11]=1)[C:2]1[CH:7]=[CH:6][CH:5]=[CH:4][CH:3]=1.[CH3:33][S:34]([OH:37])(=[O:36])=[O:35]. Product: [CH3:33][S:34]([O-:37])(=[O:36])=[O:35].[CH2:1]([NH+:8]([CH2:9][C:10]1[CH:15]=[CH:14][C:13]([N:16]([CH2:19][CH3:20])[CH2:17][CH3:18])=[CH:12][CH:11]=1)[CH2:21][C:22]1[CH:32]=[CH:31][C:25]([N:26]([CH2:29][CH3:30])[CH2:27][CH3:28])=[CH:24][CH:23]=1)[C:2]1[CH:7]=[CH:6][CH:5]=[CH:4][CH:3]=1. The catalyst class is: 27. (2) Reactant: [O-]CC.[Na+].[CH3:5][C:6]([C:8]1[CH:13]=[CH:12][CH:11]=[C:10]([Cl:14])[CH:9]=1)=[O:7].[C:15](OCC)(=[O:21])[C:16]([O:18][CH2:19][CH3:20])=[O:17].Cl. Product: [Cl:14][C:10]1[CH:9]=[C:8]([C:6](=[O:7])[CH2:5][C:15](=[O:21])[C:16]([O:18][CH2:19][CH3:20])=[O:17])[CH:13]=[CH:12][CH:11]=1. The catalyst class is: 8. (3) Reactant: C(=O)([O-])[O-].[K+].[K+].[O:7]1[CH2:28][C@@H:8]1[CH2:9][O:10][C:11]1[C:12]([O:25]C=O)=[C:13]2[C:17](=[CH:18][CH:19]=1)[NH:16][C:15]([C:20]([O:22][CH2:23][CH3:24])=[O:21])=[CH:14]2.O. Product: [OH:7][CH2:28][C@@H:8]1[O:25][C:12]2=[C:13]3[C:17](=[CH:18][CH:19]=[C:11]2[O:10][CH2:9]1)[NH:16][C:15]([C:20]([O:22][CH2:23][CH3:24])=[O:21])=[CH:14]3. The catalyst class is: 7.